From a dataset of Reaction yield outcomes from USPTO patents with 853,638 reactions. Predict the reaction yield, written as a fraction of the theoretical maximum amount of product (1.0 means a 100% yield; for example, 0.34 means a 34% yield). The reactants are C[O:2][C:3](=[O:37])[CH2:4][CH2:5][C:6]1[CH:11]=[CH:10][C:9]([O:12][C:13]2[CH:18]=[CH:17][C:16]([CH2:19][CH:20]([NH:29][C:30]([O:32][C:33]([CH3:36])([CH3:35])[CH3:34])=[O:31])[C:21]([N:23]3[CH2:28][CH2:27][O:26][CH2:25][CH2:24]3)=[O:22])=[CH:15][CH:14]=2)=[CH:8][CH:7]=1.[OH-].[Li+]. The catalyst is C1COCC1.O. The product is [C:33]([O:32][C:30]([NH:29][CH:20]([C:21]([N:23]1[CH2:24][CH2:25][O:26][CH2:27][CH2:28]1)=[O:22])[CH2:19][C:16]1[CH:15]=[CH:14][C:13]([O:12][C:9]2[CH:10]=[CH:11][C:6]([CH2:5][CH2:4][C:3]([OH:37])=[O:2])=[CH:7][CH:8]=2)=[CH:18][CH:17]=1)=[O:31])([CH3:36])([CH3:34])[CH3:35]. The yield is 0.935.